Task: Predict the reactants needed to synthesize the given product.. Dataset: Full USPTO retrosynthesis dataset with 1.9M reactions from patents (1976-2016) (1) The reactants are: [F:1][C:2]1[CH:7]=[CH:6][C:5]([S:8]([N:11]2[C:20]3[C:15](=[CH:16][C:17]([C:21]([OH:30])([C:26]([F:29])([F:28])[F:27])[C:22]([F:25])([F:24])[F:23])=[CH:18][CH:19]=3)[CH2:14][CH2:13][C@H:12]2[CH2:31][C:32]([O:34]CC2C=CC=CC=2)=[O:33])(=[O:10])=[O:9])=[CH:4][CH:3]=1. Given the product [F:1][C:2]1[CH:7]=[CH:6][C:5]([S:8]([N:11]2[C:20]3[C:15](=[CH:16][C:17]([C:21]([OH:30])([C:22]([F:24])([F:23])[F:25])[C:26]([F:28])([F:27])[F:29])=[CH:18][CH:19]=3)[CH2:14][CH2:13][C@H:12]2[CH2:31][C:32]([OH:34])=[O:33])(=[O:9])=[O:10])=[CH:4][CH:3]=1, predict the reactants needed to synthesize it. (2) Given the product [C:11]1([S:17]([C:2]2[CH:7]=[CH:6][N:5]=[CH:4][C:3]=2[CH:8]=[O:9])(=[O:19])=[O:18])[CH:16]=[CH:15][CH:14]=[CH:13][CH:12]=1, predict the reactants needed to synthesize it. The reactants are: Br[C:2]1[CH:7]=[CH:6][N:5]=[CH:4][C:3]=1[CH:8]=[O:9].[Na+].[C:11]1([S:17]([O-:19])=[O:18])[CH:16]=[CH:15][CH:14]=[CH:13][CH:12]=1.CN1CCCC1=O. (3) Given the product [O:1]=[CH:5][CH2:4][O:7][CH:8]1[CH2:9][CH2:10][C:11]2([CH2:12][CH2:13][N:14]([C:17]([O:19][C:20]([CH3:22])([CH3:23])[CH3:21])=[O:18])[CH2:15][CH2:16]2)[CH2:24][CH2:25]1, predict the reactants needed to synthesize it. The reactants are: [O:1]=[O+][O-].[CH2:4]([O:7][CH:8]1[CH2:25][CH2:24][C:11]2([CH2:16][CH2:15][N:14]([C:17]([O:19][C:20]([CH3:23])([CH3:22])[CH3:21])=[O:18])[CH2:13][CH2:12]2)[CH2:10][CH2:9]1)[CH:5]=C.CSC. (4) The reactants are: [NH2:1][C:2]1[CH:3]=[C:4]([CH:21]=[CH:22][CH:23]=1)[CH2:5][N:6]1[C:10]2[N:11]=[C:12]([NH2:20])[N:13]=[C:14]([C:15]3[O:16][CH:17]=[CH:18][CH:19]=3)[C:9]=2[N:8]=[N:7]1.[F:24][C:25]1[CH:32]=[CH:31][C:28]([CH:29]=O)=[CH:27][CH:26]=1.C(O[BH-](OC(=O)C)OC(=O)C)(=O)C.[Na+].C(O)(=O)C. Given the product [F:24][C:25]1[CH:32]=[CH:31][C:28]([CH2:29][NH:1][C:2]2[CH:3]=[C:4]([CH:21]=[CH:22][CH:23]=2)[CH2:5][N:6]2[C:10]3[N:11]=[C:12]([NH2:20])[N:13]=[C:14]([C:15]4[O:16][CH:17]=[CH:18][CH:19]=4)[C:9]=3[N:8]=[N:7]2)=[CH:27][CH:26]=1, predict the reactants needed to synthesize it. (5) Given the product [S:1]1[C:5]2[CH:6]=[CH:7][CH:8]=[CH:9][C:4]=2[N:3]=[C:2]1[NH:10][C@H:11]1[CH2:14][C@H:13]([NH:15][C:16]2[C:21]([NH2:28])=[CH:20][N:19]=[CH:18][N:17]=2)[CH2:12]1, predict the reactants needed to synthesize it. The reactants are: [S:1]1[C:5]2[CH:6]=[CH:7][CH:8]=[CH:9][C:4]=2[N:3]=[C:2]1[NH:10][C@H:11]1[CH2:14][C@H:13]([NH:15][C:16]2[C:21](I)=[CH:20][N:19]=[CH:18][N:17]=2)[CH2:12]1.C([O-])(=O)C.[Cs+].[NH3:28]. (6) Given the product [C:11]([Si:8]([O:15][CH2:16][C:17]1[S:21][C:20]([Cl:22])=[C:19]([C:23]2([C:25]3[CH:30]=[CH:29][CH:28]=[C:27]([Cl:31])[CH:26]=3)[CH2:3][CH2:2][O:24]2)[CH:18]=1)([CH3:10])[CH3:9])([CH3:14])([CH3:13])[CH3:12], predict the reactants needed to synthesize it. The reactants are: [I-].[CH3:2][C:3]([O-])(C)C.[K+].[Si:8]([O:15][CH2:16][C:17]1[S:21][C:20]([Cl:22])=[C:19]([C:23]([C:25]2[CH:30]=[CH:29][CH:28]=[C:27]([Cl:31])[CH:26]=2)=[O:24])[CH:18]=1)([C:11]([CH3:14])([CH3:13])[CH3:12])([CH3:10])[CH3:9].CC(O)(C)C. (7) Given the product [C:19]([C:2]1[CH:3]=[CH:4][CH:5]=[CH:6][CH:7]=1)(=[O:20])[C:18]1[CH:22]=[CH:23][CH:24]=[CH:16][CH:17]=1, predict the reactants needed to synthesize it. The reactants are: Br[C:2]1[CH:7]=[CH:6][CH:5]=[CH:4][C:3]=1OC.[Cl-].[Al+3].[Cl-].[Cl-].CO[C:16]1[CH:17]=[C:18]([CH:22]=[CH:23][CH:24]=1)[C:19](Cl)=[O:20].